This data is from Forward reaction prediction with 1.9M reactions from USPTO patents (1976-2016). The task is: Predict the product of the given reaction. (1) Given the reactants [F:1][C:2]([F:7])([F:6])[C:3]([OH:5])=[O:4].[F:8][C:9]([F:14])([F:13])[C:10]([OH:12])=[O:11].FC(F)(F)C(O)=O.[Cl:22][C:23]1[CH:24]=[N:25][C:26]2[NH:27][C:28]3[CH:29]=[N:30][CH:31]=[C:32]([CH:54]=3)[CH2:33][CH2:34][C:35]3[CH:43]=[C:39]([NH:40][C:41]=1[N:42]=2)[CH:38]=[CH:37][C:36]=3[NH:44][C:45](=[O:53])[CH2:46][CH:47]1[CH2:52][CH2:51][NH:50][CH2:49][CH2:48]1.[F:55][C:56]([F:68])([F:67])[C:57]1[CH:62]=[CH:61][CH:60]=[CH:59][C:58]=1[S:63](Cl)(=[O:65])=[O:64], predict the reaction product. The product is: [F:1][C:2]([F:7])([F:6])[C:3]([OH:5])=[O:4].[F:8][C:9]([F:14])([F:13])[C:10]([OH:12])=[O:11].[Cl:22][C:23]1[CH:24]=[N:25][C:26]2[NH:27][C:28]3[CH:29]=[N:30][CH:31]=[C:32]([CH:54]=3)[CH2:33][CH2:34][C:35]3[CH:43]=[C:39]([NH:40][C:41]=1[N:42]=2)[CH:38]=[CH:37][C:36]=3[NH:44][C:45](=[O:53])[CH2:46][CH:47]1[CH2:52][CH2:51][N:50]([S:63]([C:58]2[CH:59]=[CH:60][CH:61]=[CH:62][C:57]=2[C:56]([F:55])([F:67])[F:68])(=[O:65])=[O:64])[CH2:49][CH2:48]1. (2) Given the reactants [C:1]1([C:11]([N:13]2[CH2:18][CH2:17][N:16]([C:19]3[CH:24]=[CH:23][C:22]([OH:25])=[CH:21][CH:20]=3)[CH2:15][CH2:14]2)=[O:12])[C:10]2[C:5](=[CH:6][CH:7]=[CH:8][CH:9]=2)[CH:4]=[CH:3][CH:2]=1.Br[CH2:27][CH2:28][CH2:29][Cl:30], predict the reaction product. The product is: [Cl:30][CH2:29][CH2:28][CH2:27][O:25][C:22]1[CH:21]=[CH:20][C:19]([N:16]2[CH2:15][CH2:14][N:13]([C:11]([C:1]3[C:10]4[C:5](=[CH:6][CH:7]=[CH:8][CH:9]=4)[CH:4]=[CH:3][CH:2]=3)=[O:12])[CH2:18][CH2:17]2)=[CH:24][CH:23]=1. (3) Given the reactants Cl.[NH2:2][CH2:3]/[CH:4]=[CH:5]/[C:6]([NH:8][C:9]1[CH:14]=[CH:13][C:12]([CH2:15][N:16]2[CH2:21][CH2:20][CH:19]([NH:22][C:23]3[N:28]=[C:27]([C:29]4[C:37]5[C:32](=[CH:33][CH:34]=[CH:35][CH:36]=5)[NH:31][CH:30]=4)[C:26]([Cl:38])=[CH:25][N:24]=3)[CH2:18][CH2:17]2)=[CH:11][CH:10]=1)=[O:7].[CH3:39][S:40](Cl)(=[O:42])=[O:41].Cl, predict the reaction product. The product is: [Cl:38][C:26]1[C:27]([C:29]2[C:37]3[C:32](=[CH:33][CH:34]=[CH:35][CH:36]=3)[NH:31][CH:30]=2)=[N:28][C:23]([NH:22][CH:19]2[CH2:20][CH2:21][N:16]([CH2:15][C:12]3[CH:11]=[CH:10][C:9]([NH:8][C:6](=[O:7])/[CH:5]=[CH:4]/[CH2:3][NH:2][S:40]([CH3:39])(=[O:42])=[O:41])=[CH:14][CH:13]=3)[CH2:17][CH2:18]2)=[N:24][CH:25]=1. (4) The product is: [CH:1]1([C:4]2[N:9]=[C:8]([CH2:10][OH:11])[CH:7]=[CH:6][CH:5]=2)[CH2:3][CH2:2]1. Given the reactants [CH:1]1([C:4]2[N:9]=[C:8]([CH:10]=[O:11])[CH:7]=[CH:6][CH:5]=2)[CH2:3][CH2:2]1.[BH4-].[Na+], predict the reaction product. (5) Given the reactants [NH2:1][C:2]1[N:7]=[CH:6][C:5]([C:8]#[C:9][C:10]2[CH:11]=[C:12]([NH:16][C:17](=[O:25])OC3C=CC=CC=3)[CH:13]=[CH:14][CH:15]=2)=[CH:4][N:3]=1.[NH2:26][C:27]1[S:28][C:29]([CH3:32])=[N:30][N:31]=1.C(N(CC)CC)C, predict the reaction product. The product is: [NH2:1][C:2]1[N:3]=[CH:4][C:5]([C:8]#[C:9][C:10]2[CH:11]=[C:12]([NH:16][C:17]([NH:26][C:27]3[S:28][C:29]([CH3:32])=[N:30][N:31]=3)=[O:25])[CH:13]=[CH:14][CH:15]=2)=[CH:6][N:7]=1. (6) Given the reactants [C:1]([O:5][C:6](=[O:19])[C:7]([S:10][C:11]1[S:12][CH:13]=[C:14]([CH2:16][CH2:17][NH2:18])[N:15]=1)([CH3:9])[CH3:8])([CH3:4])([CH3:3])[CH3:2].Cl[C:21]1[C:26]([Cl:27])=[CH:25][C:24]([C:28]([O:30][CH3:31])=[O:29])=[CH:23][N:22]=1.[CH2:32](I)[CH2:33][CH2:34][CH2:35][CH2:36][CH2:37][CH3:38].CC(C)([O-])C.[K+], predict the reaction product. The product is: [C:1]([O:5][C:6](=[O:19])[C:7]([S:10][C:11]1[S:12][CH:13]=[C:14]([CH2:16][CH2:17][N:18]([C:21]2[C:26]([Cl:27])=[CH:25][C:24]([C:28]([O:30][CH3:31])=[O:29])=[CH:23][N:22]=2)[CH2:32][CH2:33][CH2:34][CH2:35][CH2:36][CH2:37][CH3:38])[N:15]=1)([CH3:9])[CH3:8])([CH3:2])([CH3:4])[CH3:3].